Dataset: Reaction yield outcomes from USPTO patents with 853,638 reactions. Task: Predict the reaction yield, written as a fraction of the theoretical maximum amount of product (1.0 means a 100% yield; for example, 0.34 means a 34% yield). (1) The reactants are [CH3:1][C:2]1([CH3:24])[N:11]2[CH:12]3[CH2:17][CH2:16][N:15](C(OCC)=O)[CH2:14][CH:13]3[C:9]3[C:10]2=[C:5]([CH:6]=[CH:7][CH:8]=3)[N:4]([CH3:23])[CH2:3]1.[OH-].[K+]. The catalyst is C(O)CCC.O. The product is [CH3:1][C:2]1([CH3:24])[N:11]2[CH:12]3[CH2:17][CH2:16][NH:15][CH2:14][CH:13]3[C:9]3[C:10]2=[C:5]([CH:6]=[CH:7][CH:8]=3)[N:4]([CH3:23])[CH2:3]1. The yield is 0.810. (2) The reactants are [CH:1]([C:4]1[CH:10]=[CH:9][CH:8]=[CH:7][C:5]=1[NH2:6])([CH3:3])[CH3:2].[Cl-].[Al+3].[Cl-].[Cl-].[C:15]1([C:32]2[CH:37]=[CH:36][CH:35]=[CH:34][CH:33]=2)[CH:20]=[CH:19][CH:18]=[CH:17][C:16]=1[C:21]1O[C:23]([C:26]2[CH:31]=[CH:30][CH:29]=[CH:28][CH:27]=2)=[N:24][N:25]=1. The catalyst is CN1C(=O)CCC1. The product is [C:15]1([C:32]2[CH:33]=[CH:34][CH:35]=[CH:36][CH:37]=2)[CH:20]=[CH:19][CH:18]=[CH:17][C:16]=1[C:21]1[N:6]([C:5]2[CH:7]=[CH:8][CH:9]=[CH:10][C:4]=2[CH:1]([CH3:3])[CH3:2])[C:23]([C:26]2[CH:27]=[CH:28][CH:29]=[CH:30][CH:31]=2)=[N:24][N:25]=1. The yield is 0.490. (3) The reactants are [CH3:1][N:2]1[CH2:6][CH2:5][CH2:4][CH:3]1[C:7]1[CH:8]=[CH:9][C:10]([NH2:13])=[N:11][CH:12]=1.CC[Br-][O:17][C:18]([C:20]([CH3:22])=O)=[O:19].O.[OH-].[Li+]. The catalyst is C(O)C. The product is [CH3:1][N:2]1[CH2:6][CH2:5][CH2:4][CH:3]1[C:7]1[CH:8]=[CH:9][C:10]2[N:11]([CH:22]=[C:20]([C:18]([OH:19])=[O:17])[N:13]=2)[CH:12]=1. The yield is 0.420. (4) The reactants are [N:1]1[CH:6]=[CH:5][CH:4]=[C:3]([CH2:7][CH2:8][C:9]([OH:11])=O)[CH:2]=1.Cl.[NH2:13][C:14]1[C:15]2[C:25]([O:26][CH2:27][C@H:28]3[CH2:33][CH2:32][CH2:31][CH2:30][NH2+:29]3)=[CH:24][CH:23]=[CH:22][C:16]=2[NH:17][S:18](=[O:21])(=[O:20])[N:19]=1. No catalyst specified. The product is [NH2:13][C:14]1[C:15]2[C:25]([O:26][CH2:27][C@H:28]3[CH2:33][CH2:32][CH2:31][CH2:30][N:29]3[C:9](=[O:11])[CH2:8][CH2:7][C:3]3[CH:2]=[N:1][CH:6]=[CH:5][CH:4]=3)=[CH:24][CH:23]=[CH:22][C:16]=2[NH:17][S:18](=[O:20])(=[O:21])[N:19]=1. The yield is 0.271.